From a dataset of Forward reaction prediction with 1.9M reactions from USPTO patents (1976-2016). Predict the product of the given reaction. (1) Given the reactants [Br-].[O:2]1[C:6]2[CH:7]=[CH:8][C:9]([C:11](=O)[CH:12]([C:14]3[CH:19]=[CH:18][CH:17]=[C:16]([CH3:20])[NH+:15]=3)Br)=[CH:10][C:5]=2[O:4][CH2:3]1.[NH2:22][C:23]([NH2:25])=[S:24].C(=O)([O-])[O-].[K+].[K+], predict the reaction product. The product is: [O:2]1[C:6]2[CH:7]=[CH:8][C:9]([C:11]3[N:22]=[C:23]([NH2:25])[S:24][C:12]=3[C:14]3[CH:19]=[CH:18][CH:17]=[C:16]([CH3:20])[N:15]=3)=[CH:10][C:5]=2[O:4][CH2:3]1. (2) Given the reactants [O:1]1[C:5]2[CH:6]=[CH:7][C:8]([C:10]3[CH:11]=[C:12]([C:17]([O:19]C)=[O:18])[C:13](=[O:16])[NH:14][N:15]=3)=[CH:9][C:4]=2[CH:3]=[CH:2]1.[F:21][C:22]1[CH:29]=[CH:28][C:25]([CH2:26]Cl)=[CH:24][CH:23]=1, predict the reaction product. The product is: [O:1]1[C:5]2[CH:6]=[CH:7][C:8]([C:10]3[CH:11]=[C:12]([C:17]([OH:19])=[O:18])[C:13](=[O:16])[N:14]([CH2:26][C:25]4[CH:28]=[CH:29][C:22]([F:21])=[CH:23][CH:24]=4)[N:15]=3)=[CH:9][C:4]=2[CH:3]=[CH:2]1. (3) Given the reactants [C:1]([C:3]1[CH:4]=[CH:5][C:6]([F:11])=[C:7]([CH:10]=1)[C:8]#[N:9])#[CH:2].[CH2:12]([N:19]=[N+:20]=[N-:21])[C:13]1[CH:18]=[CH:17][CH:16]=[CH:15][CH:14]=1.C(N(CC)CC)C.[I:29]Cl, predict the reaction product. The product is: [CH2:12]([N:19]1[C:2]([I:29])=[C:1]([C:3]2[CH:4]=[CH:5][C:6]([F:11])=[C:7]([CH:10]=2)[C:8]#[N:9])[N:21]=[N:20]1)[C:13]1[CH:18]=[CH:17][CH:16]=[CH:15][CH:14]=1. (4) Given the reactants [NH2:1][C@H:2]1[CH2:7][CH2:6][CH2:5][N:4](C(OC(C)(C)C)=O)[CH2:3]1.[CH3:15][C:16]1[C:24]2[C:19](=[CH:20][CH:21]=[CH:22][CH:23]=2)[NH:18][C:17]=1[C:25](O)=[O:26].N, predict the reaction product. The product is: [CH3:15][C:16]1[C:24]2[C:19](=[CH:20][CH:21]=[CH:22][CH:23]=2)[NH:18][C:17]=1[C:25]([NH:1][C@H:2]1[CH2:7][CH2:6][CH2:5][NH:4][CH2:3]1)=[O:26].